Dataset: Reaction yield outcomes from USPTO patents with 853,638 reactions. Task: Predict the reaction yield, written as a fraction of the theoretical maximum amount of product (1.0 means a 100% yield; for example, 0.34 means a 34% yield). The yield is 0.600. The product is [CH3:12][O:13][C:14]([C:16]1[CH:17]=[CH:18][C:19]2[N:20]([CH:23]=[N:24][CH:25]=2)[C:21]=1[NH:4][C:3]1[CH:5]=[CH:6][C:7]([CH:9]2[CH2:11][CH2:10]2)=[CH:8][C:2]=1[F:1])=[O:15]. The reactants are [F:1][C:2]1[CH:8]=[C:7]([CH:9]2[CH2:11][CH2:10]2)[CH:6]=[CH:5][C:3]=1[NH2:4].[CH3:12][O:13][C:14]([C:16]1[CH:17]=[CH:18][C:19]2[N:20]([CH:23]=[N:24][CH:25]=2)[C:21]=1Cl)=[O:15].C[Si]([N-][Si](C)(C)C)(C)C.[Li+]. The catalyst is C1COCC1.